From a dataset of Forward reaction prediction with 1.9M reactions from USPTO patents (1976-2016). Predict the product of the given reaction. (1) Given the reactants [CH:1]1([NH:4][C:5]2[C:6]([NH2:13])=[CH:7][C:8]([F:12])=[C:9]([F:11])[CH:10]=2)[CH2:3][CH2:2]1.[OH:14][C:15]([C:18]1[CH:19]=[C:20]([C:24](O)=[O:25])[CH:21]=[N:22][CH:23]=1)([CH3:17])[CH3:16].CN(C(ON1N=NC2C=CC=NC1=2)=[N+](C)C)C.F[P-](F)(F)(F)(F)F.C1C=NC2N(O)N=NC=2C=1.C(N(C(C)C)CC)(C)C, predict the reaction product. The product is: [CH:1]1([NH:4][C:5]2[CH:10]=[C:9]([F:11])[C:8]([F:12])=[CH:7][C:6]=2[NH:13][C:24]([C:20]2[CH:21]=[N:22][CH:23]=[C:18]([C:15]([OH:14])([CH3:16])[CH3:17])[CH:19]=2)=[O:25])[CH2:3][CH2:2]1. (2) Given the reactants [C:1]([OH:12])(=[O:11])[C:2]1[CH:10]=[C:8]([OH:9])[C:6]([OH:7])=[C:4]([OH:5])[CH:3]=1.[C:13]1([OH:24])[C:22]2[CH:21]=[CH:20][CH:19]=[C:18](O)[C:17]=2[CH:16]=[CH:15][CH:14]=1, predict the reaction product. The product is: [OH:5][C:4]1[CH:3]=[C:2]([CH:10]=[C:8]([OH:9])[C:6]=1[OH:7])[C:1]([O:12][C:18]1[C:17]2[C:22](=[C:13]([O:24][C:1](=[O:11])[C:2]3[CH:10]=[C:8]([OH:9])[C:6]([OH:7])=[C:4]([OH:5])[CH:3]=3)[CH:14]=[CH:15][CH:16]=2)[CH:21]=[CH:20][CH:19]=1)=[O:11]. (3) Given the reactants Cl[C:2]1[C:11]2[C:6](=[CH:7][CH:8]=[CH:9][CH:10]=2)[CH:5]=[C:4]([NH:12][C:13]2[CH:17]=[CH:16][NH:15][N:14]=2)[N:3]=1.[CH3:18][O:19][C:20]1[CH:21]=[C:22]([NH2:28])[CH:23]=[C:24]([O:26][CH3:27])[CH:25]=1, predict the reaction product. The product is: [CH3:27][O:26][C:24]1[CH:23]=[C:22]([NH:28][C:2]2[C:11]3[C:6](=[CH:7][CH:8]=[CH:9][CH:10]=3)[CH:5]=[C:4]([NH:12][C:13]3[CH:17]=[CH:16][NH:15][N:14]=3)[N:3]=2)[CH:21]=[C:20]([O:19][CH3:18])[CH:25]=1. (4) Given the reactants Br[C:2]1[CH:3]=[C:4]([CH:21]=[C:22]([NH:25][CH2:26][CH:27]2[CH2:31][CH2:30][CH2:29][O:28]2)[C:23]=1[F:24])[CH2:5][O:6][C:7]1[CH:12]=[CH:11][CH:10]=[CH:9][C:8]=1[CH2:13][C:14]([O:16][C:17]([CH3:20])([CH3:19])[CH3:18])=[O:15].[C:32]([O:36][C:37]([NH:39][CH2:40][C:41]1[CH:42]=[C:43](B(O)O)[CH:44]=[CH:45][CH:46]=1)=[O:38])([CH3:35])([CH3:34])[CH3:33].C(Cl)Cl.[O-]P([O-])([O-])=O.[K+].[K+].[K+], predict the reaction product. The product is: [C:32]([O:36][C:37]([NH:39][CH2:40][C:41]1[CH:46]=[C:45]([C:2]2[C:23]([F:24])=[C:22]([NH:25][CH2:26][CH:27]3[CH2:31][CH2:30][CH2:29][O:28]3)[CH:21]=[C:4]([CH2:5][O:6][C:7]3[CH:12]=[CH:11][CH:10]=[CH:9][C:8]=3[CH2:13][C:14]([O:16][C:17]([CH3:19])([CH3:20])[CH3:18])=[O:15])[CH:3]=2)[CH:44]=[CH:43][CH:42]=1)=[O:38])([CH3:35])([CH3:33])[CH3:34]. (5) Given the reactants [C:1]([C:3]([OH:6])([CH3:5])[CH3:4])#[N:2].[Cl:7][CH2:8][C:9](Cl)=[O:10].Cl, predict the reaction product. The product is: [Cl:7][CH2:8][C:9]([O:6][C:3]([C:1]#[N:2])([CH3:5])[CH3:4])=[O:10]. (6) The product is: [CH3:21][C:12]1[C:11]([C:9]([C:3]2[C:4](=[O:8])[CH2:5][CH2:6][CH2:7][C:2]=2[S:44][C:38]2[CH:43]=[CH:42][CH:41]=[CH:40][CH:39]=2)=[O:10])=[CH:16][CH:15]=[C:14]([C:17]([F:20])([F:19])[F:18])[N:13]=1. Given the reactants O[C:2]1[CH2:7][CH2:6][CH2:5][C:4](=[O:8])[C:3]=1[C:9]([C:11]1[C:12]([CH3:21])=[N:13][C:14]([C:17]([F:20])([F:19])[F:18])=[CH:15][CH:16]=1)=[O:10].C(N(CC)CC)C.CN(C1C=CC=CN=1)C.[C:38]1([SH:44])[CH:43]=[CH:42][CH:41]=[CH:40][CH:39]=1, predict the reaction product. (7) Given the reactants Cl[C:2]1[N:7]=[C:6]([C:8]#[N:9])[C:5]2[N:10]=[C:11]([N:13]([CH3:15])[CH3:14])[NH:12][C:4]=2[CH:3]=1.[CH2:16]([O:18][C:19]1[CH:24]=[CH:23][C:22](B(O)O)=[CH:21][C:20]=1[C:28]([F:31])([F:30])[F:29])[CH3:17].C(=O)([O-])[O-].[K+].[K+], predict the reaction product. The product is: [CH3:14][N:13]([CH3:15])[C:11]1[NH:12][C:4]2[CH:3]=[C:2]([C:22]3[CH:23]=[CH:24][C:19]([O:18][CH2:16][CH3:17])=[C:20]([C:28]([F:29])([F:31])[F:30])[CH:21]=3)[N:7]=[C:6]([C:8]#[N:9])[C:5]=2[N:10]=1.